Dataset: Forward reaction prediction with 1.9M reactions from USPTO patents (1976-2016). Task: Predict the product of the given reaction. Given the reactants [C:1]([CH2:3][CH2:4][C@H:5]1[CH2:10][CH2:9][C@H:8]([NH:11]C(=O)OC(C)(C)C)[CH2:7][CH2:6]1)#[N:2].[F:19][C:20]([F:25])([F:24])[C:21]([OH:23])=[O:22], predict the reaction product. The product is: [F:19][C:20]([F:25])([F:24])[C:21]([OH:23])=[O:22].[NH2:11][C@H:8]1[CH2:9][CH2:10][C@H:5]([CH2:4][CH2:3][C:1]#[N:2])[CH2:6][CH2:7]1.[C:21]([OH:23])([C:20]([F:25])([F:24])[F:19])=[O:22].